The task is: Predict the reactants needed to synthesize the given product.. This data is from Full USPTO retrosynthesis dataset with 1.9M reactions from patents (1976-2016). (1) Given the product [Cl:12][C:10]1[CH:11]=[C:2]([NH:1][CH2:32][C:26]2[C:25]([CH3:24])=[CH:30][CH:29]=[CH:28][N+:27]=2[O-:31])[CH:3]=[C:4]2[C:9]=1[N:8]=[CH:7][C:6]([C:13]#[N:14])=[C:5]2[NH:15][C:16]1[CH:21]=[CH:20][C:19]([F:22])=[C:18]([Cl:23])[CH:17]=1, predict the reactants needed to synthesize it. The reactants are: [NH2:1][C:2]1[CH:3]=[C:4]2[C:9](=[C:10]([Cl:12])[CH:11]=1)[N:8]=[CH:7][C:6]([C:13]#[N:14])=[C:5]2[NH:15][C:16]1[CH:21]=[CH:20][C:19]([F:22])=[C:18]([Cl:23])[CH:17]=1.[CH3:24][C:25]1[CH:30]=[CH:29][CH:28]=[N+:27]([O-:31])[C:26]=1[CH:32]=O.[BH3-]C#N.[Na+]. (2) Given the product [Cl:1][C:2]1[CH:7]=[C:6]([NH2:8])[CH:5]=[C:4]([Cl:11])[C:3]=1[NH:12][C:13](=[O:28])[C:14]1[CH:19]=[CH:18][C:17]([O:20][CH3:21])=[C:16]([O:22][CH:23]2[CH2:24][CH2:25][CH2:26][CH2:27]2)[CH:15]=1, predict the reactants needed to synthesize it. The reactants are: [Cl:1][C:2]1[CH:7]=[C:6]([N+:8]([O-])=O)[CH:5]=[C:4]([Cl:11])[C:3]=1[NH:12][C:13](=[O:28])[C:14]1[CH:19]=[CH:18][C:17]([O:20][CH3:21])=[C:16]([O:22][CH:23]2[CH2:27][CH2:26][CH2:25][CH2:24]2)[CH:15]=1.C(=O)([O-])[O-].[Na+].[Na+].